From a dataset of Catalyst prediction with 721,799 reactions and 888 catalyst types from USPTO. Predict which catalyst facilitates the given reaction. Reactant: C(OC([N:8]1[CH2:14][CH2:13][CH2:12][N:11]([C:15]2[N:23]([C:24]3[CH:29]=[CH:28][CH:27]=[CH:26][CH:25]=3)[C:18]3=[N:19][CH:20]=[CH:21][CH:22]=[C:17]3[C:16]=2[CH:30]=[O:31])[CH2:10][CH2:9]1)=O)(C)(C)C.FC(F)(F)C(O)=O.C(#N)C.CCOCC. Product: [N:11]1([C:15]2[N:23]([C:24]3[CH:25]=[CH:26][CH:27]=[CH:28][CH:29]=3)[C:18]3=[N:19][CH:20]=[CH:21][CH:22]=[C:17]3[C:16]=2[CH:30]=[O:31])[CH2:12][CH2:13][CH2:14][NH:8][CH2:9][CH2:10]1. The catalyst class is: 4.